Dataset: Forward reaction prediction with 1.9M reactions from USPTO patents (1976-2016). Task: Predict the product of the given reaction. (1) The product is: [Cl:1][C:2]1[CH:7]=[CH:6][C:5](/[CH:8]=[CH:9]/[C:10]2[CH:11]=[C:12]([N:16]3[C:20]([CH2:21][O:22][CH3:23])=[C:19]([C:24]([N:33]4[CH2:34][CH2:35][CH2:36][N:30]([CH2:37][CH2:38][OH:39])[CH2:31][CH2:32]4)=[O:25])[C:18]([CH2:27][O:28][CH3:29])=[N:17]3)[CH:13]=[CH:14][CH:15]=2)=[CH:4][CH:3]=1. Given the reactants [Cl:1][C:2]1[CH:7]=[CH:6][C:5](/[CH:8]=[CH:9]/[C:10]2[CH:11]=[C:12]([N:16]3[C:20]([CH2:21][O:22][CH3:23])=[C:19]([C:24](O)=[O:25])[C:18]([CH2:27][O:28][CH3:29])=[N:17]3)[CH:13]=[CH:14][CH:15]=2)=[CH:4][CH:3]=1.[N:30]1([CH2:37][CH2:38][OH:39])[CH2:36][CH2:35][CH2:34][NH:33][CH2:32][CH2:31]1, predict the reaction product. (2) Given the reactants [Si:1]([O:8][CH:9]1[C:13]2([CH2:15][CH2:14]2)[C:12](=[O:16])[NH:11][CH:10]1[CH3:17])([C:4]([CH3:7])([CH3:6])[CH3:5])([CH3:3])[CH3:2].Br[C:19]1[CH:26]=[CH:25][C:22]([C:23]#[N:24])=[C:21]([Cl:27])[CH:20]=1.C(=O)([O-])[O-].[Cs+].[Cs+].C1(P(C2C=CC=CC=2)C2C3OC4C(=CC=CC=4P(C4C=CC=CC=4)C4C=CC=CC=4)C(C)(C)C=3C=CC=2)C=CC=CC=1, predict the reaction product. The product is: [Si:1]([O:8][C@@H:9]1[C:13]2([CH2:14][CH2:15]2)[C:12](=[O:16])[N:11]([C:19]2[CH:26]=[CH:25][C:22]([C:23]#[N:24])=[C:21]([Cl:27])[CH:20]=2)[C@@H:10]1[CH3:17])([C:4]([CH3:7])([CH3:6])[CH3:5])([CH3:3])[CH3:2]. (3) Given the reactants [CH2:1]1[O:3][CH2:2]1.C(O)[CH:5]([OH:13])[CH2:6][O:7][CH2:8][CH:9]([OH:12])CO, predict the reaction product. The product is: [CH2:2]([OH:3])[CH2:1][O:12][CH2:9][CH2:8][O:7][CH2:6][CH2:5][OH:13]. (4) Given the reactants [CH2:1]([O:8][C:9]1[CH:19]=[CH:18][C:12]2[CH:13]=[C:14]([CH2:16][NH2:17])[O:15][C:11]=2[CH:10]=1)[C:2]1[CH:7]=[CH:6][CH:5]=[CH:4][CH:3]=1.[NH2:20][C:21]1[N:29]=[C:28]([CH2:30][O:31][CH3:32])[CH:27]=[CH:26][C:22]=1[C:23](O)=[O:24].C(N(CC)CC)C.F[P-](F)(F)(F)(F)F.N1(O[P+](N(C)C)(N(C)C)N(C)C)C2C=CC=CC=2N=N1, predict the reaction product. The product is: [NH2:20][C:21]1[N:29]=[C:28]([CH2:30][O:31][CH3:32])[CH:27]=[CH:26][C:22]=1[C:23]([NH:17][CH2:16][C:14]1[O:15][C:11]2[CH:10]=[C:9]([O:8][CH2:1][C:2]3[CH:3]=[CH:4][CH:5]=[CH:6][CH:7]=3)[CH:19]=[CH:18][C:12]=2[CH:13]=1)=[O:24]. (5) Given the reactants [CH2:1]([N:3]1[C:7]([C:8]([O:10][CH3:11])=[O:9])=[CH:6][C:5]([CH3:12])=[N:4]1)[CH3:2].[B-](F)(F)(F)[F:14].[B-](F)(F)(F)F.C1[N+]2(CCl)CC[N+](F)(CC2)C1.CCOC(C)=O, predict the reaction product. The product is: [CH2:1]([N:3]1[C:7]([C:8]([O:10][CH3:11])=[O:9])=[C:6]([F:14])[C:5]([CH3:12])=[N:4]1)[CH3:2]. (6) Given the reactants Cl[C:2]1[N:7]=[CH:6][N:5]=[C:4]([NH:8][CH:9]2[CH2:13][CH2:12][N:11]([C:14]([O:16][C:17]([CH3:20])([CH3:19])[CH3:18])=[O:15])[CH2:10]2)[CH:3]=1.[O:21]([C:28]1[CH:34]=[CH:33][C:31]([NH2:32])=[CH:30][CH:29]=1)[C:22]1[CH:27]=[CH:26][CH:25]=[CH:24][CH:23]=1.C(O)(=O)C, predict the reaction product. The product is: [O:21]([C:28]1[CH:29]=[CH:30][C:31]([NH:32][C:2]2[N:7]=[CH:6][N:5]=[C:4]([NH:8][CH:9]3[CH2:13][CH2:12][N:11]([C:14]([O:16][C:17]([CH3:20])([CH3:19])[CH3:18])=[O:15])[CH2:10]3)[CH:3]=2)=[CH:33][CH:34]=1)[C:22]1[CH:27]=[CH:26][CH:25]=[CH:24][CH:23]=1. (7) The product is: [Cl:2][C:3]1[CH:4]=[C:5]([C:8]2[O:12][N:11]=[C:10]([C@H:13]3[CH2:18][CH2:17][CH2:16][N:15]([C:26]([C:24]4[CH:23]=[CH:22][N:21]=[C:20]([F:19])[CH:25]=4)=[O:27])[CH2:14]3)[N:9]=2)[NH:6][CH:7]=1. Given the reactants Cl.[Cl:2][C:3]1[CH:4]=[C:5]([C:8]2[O:12][N:11]=[C:10]([C@H:13]3[CH2:18][CH2:17][CH2:16][NH:15][CH2:14]3)[N:9]=2)[NH:6][CH:7]=1.[F:19][C:20]1[CH:25]=[C:24]([C:26](O)=[O:27])[CH:23]=[CH:22][N:21]=1, predict the reaction product. (8) Given the reactants [CH2:1]([C:3]([C:21]1[CH:26]=[CH:25][C:24]([OH:27])=[C:23]([CH3:28])[CH:22]=1)([C:6]1[CH:11]=[CH:10][C:9](/[CH:12]=[CH:13]/[C:14]([CH2:18][CH3:19])([OH:17])[CH2:15][CH3:16])=[C:8]([CH3:20])[CH:7]=1)[CH2:4][CH3:5])[CH3:2].C([O-])([O-])=O.[K+].[K+].[CH3:35][O:36][C:37](=[O:46])[C:38]1[CH:43]=[CH:42][C:41]([CH2:44]Br)=[CH:40][CH:39]=1.C(OCC)(=O)C, predict the reaction product. The product is: [CH3:35][O:36][C:37](=[O:46])[C:38]1[CH:43]=[CH:42][C:41]([CH2:44][O:27][C:24]2[CH:25]=[CH:26][C:21]([C:3]([CH2:4][CH3:5])([C:6]3[CH:11]=[CH:10][C:9](/[CH:12]=[CH:13]/[C:14]([CH2:15][CH3:16])([OH:17])[CH2:18][CH3:19])=[C:8]([CH3:20])[CH:7]=3)[CH2:1][CH3:2])=[CH:22][C:23]=2[CH3:28])=[CH:40][CH:39]=1. (9) Given the reactants [Br:1][C:2]1[CH:3]=[CH:4][C:5]([Cl:11])=[C:6]([CH:10]=1)[C:7](O)=O.[C:12]1([S:18][CH3:19])[CH:17]=[CH:16][CH:15]=[CH:14][CH:13]=1, predict the reaction product. The product is: [Br:1][C:2]1[CH:3]=[CH:4][C:5]([Cl:11])=[C:6]([CH2:7][C:15]2[CH:16]=[CH:17][C:12]([S:18][CH3:19])=[CH:13][CH:14]=2)[CH:10]=1.